This data is from NCI-60 drug combinations with 297,098 pairs across 59 cell lines. The task is: Regression. Given two drug SMILES strings and cell line genomic features, predict the synergy score measuring deviation from expected non-interaction effect. (1) Drug 1: CC1=C(C(=CC=C1)Cl)NC(=O)C2=CN=C(S2)NC3=CC(=NC(=N3)C)N4CCN(CC4)CCO. Drug 2: CC12CCC3C(C1CCC2O)C(CC4=C3C=CC(=C4)O)CCCCCCCCCS(=O)CCCC(C(F)(F)F)(F)F. Cell line: COLO 205. Synergy scores: CSS=1.29, Synergy_ZIP=1.67, Synergy_Bliss=2.03, Synergy_Loewe=0.578, Synergy_HSA=-1.07. (2) Drug 1: C1=NC2=C(N=C(N=C2N1C3C(C(C(O3)CO)O)F)Cl)N. Drug 2: CC1=C2C(C(=O)C3(C(CC4C(C3C(C(C2(C)C)(CC1OC(=O)C(C(C5=CC=CC=C5)NC(=O)OC(C)(C)C)O)O)OC(=O)C6=CC=CC=C6)(CO4)OC(=O)C)O)C)O. Cell line: OVCAR-5. Synergy scores: CSS=0.0535, Synergy_ZIP=-3.89, Synergy_Bliss=-6.47, Synergy_Loewe=-7.68, Synergy_HSA=-5.23. (3) Drug 1: C1=CC(=C2C(=C1NCCNCCO)C(=O)C3=C(C=CC(=C3C2=O)O)O)NCCNCCO. Drug 2: CCN(CC)CCCC(C)NC1=C2C=C(C=CC2=NC3=C1C=CC(=C3)Cl)OC. Cell line: A498. Synergy scores: CSS=40.4, Synergy_ZIP=-0.0557, Synergy_Bliss=1.82, Synergy_Loewe=-0.231, Synergy_HSA=6.41. (4) Drug 1: CC12CCC3C(C1CCC2O)C(CC4=C3C=CC(=C4)O)CCCCCCCCCS(=O)CCCC(C(F)(F)F)(F)F. Drug 2: B(C(CC(C)C)NC(=O)C(CC1=CC=CC=C1)NC(=O)C2=NC=CN=C2)(O)O. Cell line: SNB-75. Synergy scores: CSS=30.1, Synergy_ZIP=0.576, Synergy_Bliss=1.09, Synergy_Loewe=-46.1, Synergy_HSA=0.119. (5) Drug 1: CC1C(C(CC(O1)OC2CC(CC3=C2C(=C4C(=C3O)C(=O)C5=C(C4=O)C(=CC=C5)OC)O)(C(=O)C)O)N)O.Cl. Drug 2: CC1C(C(CC(O1)OC2CC(CC3=C2C(=C4C(=C3O)C(=O)C5=C(C4=O)C(=CC=C5)OC)O)(C(=O)CO)O)N)O.Cl. Cell line: A549. Synergy scores: CSS=43.8, Synergy_ZIP=4.73, Synergy_Bliss=6.23, Synergy_Loewe=8.18, Synergy_HSA=8.54. (6) Cell line: SW-620. Synergy scores: CSS=53.9, Synergy_ZIP=2.83, Synergy_Bliss=2.83, Synergy_Loewe=4.56, Synergy_HSA=6.23. Drug 1: C1=CC(=CC=C1CCC2=CNC3=C2C(=O)NC(=N3)N)C(=O)NC(CCC(=O)O)C(=O)O. Drug 2: CCN(CC)CCCC(C)NC1=C2C=C(C=CC2=NC3=C1C=CC(=C3)Cl)OC. (7) Drug 1: C1=CC(=CC=C1CCC2=CNC3=C2C(=O)NC(=N3)N)C(=O)NC(CCC(=O)O)C(=O)O. Drug 2: CC1OCC2C(O1)C(C(C(O2)OC3C4COC(=O)C4C(C5=CC6=C(C=C35)OCO6)C7=CC(=C(C(=C7)OC)O)OC)O)O. Cell line: HOP-62. Synergy scores: CSS=65.0, Synergy_ZIP=8.89, Synergy_Bliss=9.93, Synergy_Loewe=9.06, Synergy_HSA=13.5.